Dataset: Full USPTO retrosynthesis dataset with 1.9M reactions from patents (1976-2016). Task: Predict the reactants needed to synthesize the given product. (1) Given the product [Cl:31][C:24]1[CH:23]=[C:22]([C:19]2[CH:20]=[CH:21][N:17]([CH2:16][C@@H:15]([NH:14][C:11]([C:8]3[N:7]=[C:6]([C:3]4[CH:4]=[CH:5][O:1][N:2]=4)[O:10][N:9]=3)=[O:13])[CH3:32])[N:18]=2)[CH:29]=[C:28]([F:30])[C:25]=1[C:26]#[N:27], predict the reactants needed to synthesize it. The reactants are: [O:1]1[CH:5]=[CH:4][C:3]([C:6]2[O:10][N:9]=[C:8]([C:11]([OH:13])=O)[N:7]=2)=[N:2]1.[NH2:14][C@@H:15]([CH3:32])[CH2:16][N:17]1[CH:21]=[CH:20][C:19]([C:22]2[CH:29]=[C:28]([F:30])[C:25]([C:26]#[N:27])=[C:24]([Cl:31])[CH:23]=2)=[N:18]1.CN(C=O)C. (2) Given the product [Cl:27][C:28]1[CH:29]=[C:30]([NH:34][C:13]([N:10]2[CH2:11][CH2:12][C:7]3[NH:6][N:5]=[C:4]([CH2:1][CH2:2][CH3:3])[C:8]=3[CH2:9]2)=[O:15])[CH:31]=[CH:32][CH:33]=1, predict the reactants needed to synthesize it. The reactants are: [CH2:1]([C:4]1[C:8]2[CH2:9][N:10]([C:13]([O:15]C(C)(C)C)=O)[CH2:11][CH2:12][C:7]=2[NH:6][N:5]=1)[CH2:2][CH3:3].C(O)(C(F)(F)F)=O.[Cl:27][C:28]1[CH:33]=[CH:32][CH:31]=[C:30]([N:34]=C=O)[CH:29]=1. (3) Given the product [NH2:1][CH2:2][CH2:3][O:4][C@@H:5]([C:19]1[CH:24]=[CH:23][CH:22]=[C:21]([Cl:25])[CH:20]=1)[C@@H:6]1[CH2:11][CH2:10][CH2:9][N:8]([C:12]([O:14][C:15]([CH3:18])([CH3:16])[CH3:17])=[O:13])[CH2:7]1, predict the reactants needed to synthesize it. The reactants are: [NH2:1][C:2](=O)[CH2:3][O:4][C@@H:5]([C:19]1[CH:24]=[CH:23][CH:22]=[C:21]([Cl:25])[CH:20]=1)[C@@H:6]1[CH2:11][CH2:10][CH2:9][N:8]([C:12]([O:14][C:15]([CH3:18])([CH3:17])[CH3:16])=[O:13])[CH2:7]1.